This data is from Catalyst prediction with 721,799 reactions and 888 catalyst types from USPTO. The task is: Predict which catalyst facilitates the given reaction. (1) The catalyst class is: 594. Product: [Br:18][C:19]1[CH:20]=[C:5]2[N:8]([C:11]([O:13][C:14]([CH3:15])([CH3:16])[CH3:17])=[O:12])[N:9]=[CH:10][C:4]2=[N:23][CH:24]=1. Reactant: BrC1C=[C:4]2[CH:10]=[N:9][N:8]([C:11]([O:13][C:14]([CH3:17])([CH3:16])[CH3:15])=[O:12])[C:5]2=NC=1.[Br:18][C:19]1[CH:20]=C2NN=CC2=[N:23][CH:24]=1.C(OC(OC(C)(C)C)=O)(OC(C)(C)C)=O.CCN(CC)CC. (2) Reactant: [C:1]([C:5]1[S:9]/[C:8](=[N:10]\[C:11](=[O:23])[C:12]2[CH:17]=[C:16]([C:18]([F:21])([F:20])[F:19])[CH:15]=[CH:14][C:13]=2F)/[N:7]([CH2:24][C@H:25]2[CH2:29][CH2:28][CH2:27][O:26]2)[CH:6]=1)([CH3:4])([CH3:3])[CH3:2].[NH:30]([C:32]([O:34][C:35]([CH3:38])([CH3:37])[CH3:36])=[O:33])[NH2:31].C(=O)([O-])[O-].[K+].[K+]. Product: [C:1]([C:5]1[S:9]/[C:8](=[N:10]\[C:11]([C:12]2[CH:17]=[C:16]([C:18]([F:20])([F:21])[F:19])[CH:15]=[CH:14][C:13]=2[NH:31][NH:30][C:32]([O:34][C:35]([CH3:38])([CH3:37])[CH3:36])=[O:33])=[O:23])/[N:7]([CH2:24][C@H:25]2[CH2:29][CH2:28][CH2:27][O:26]2)[CH:6]=1)([CH3:3])([CH3:4])[CH3:2]. The catalyst class is: 12. (3) Reactant: Br[CH2:2][CH2:3][CH:4]([C:9]1[S:10][C:11]2[CH:18]=[C:17]([C:19]([F:22])([F:21])[F:20])[CH:16]=[CH:15][C:12]=2[C:13]=1[CH3:14])[CH2:5][CH2:6][O:7][CH3:8].C(=O)([O-])[O-].[Cs+].[Cs+].[OH:29][C:30]1[CH:35]=[CH:34][C:33]([O:36][CH2:37][C:38]([O:40][CH2:41][CH3:42])=[O:39])=[C:32]([CH3:43])[CH:31]=1. Product: [CH3:43][C:32]1[CH:31]=[C:30]([O:29][CH2:2][CH2:3][CH:4]([C:9]2[S:10][C:11]3[CH:18]=[C:17]([C:19]([F:22])([F:21])[F:20])[CH:16]=[CH:15][C:12]=3[C:13]=2[CH3:14])[CH2:5][CH2:6][O:7][CH3:8])[CH:35]=[CH:34][C:33]=1[O:36][CH2:37][C:38]([O:40][CH2:41][CH3:42])=[O:39]. The catalyst class is: 23. (4) Reactant: [NH2:1][CH2:2][CH2:3][CH2:4][CH2:5][CH2:6][C:7]([OH:9])=[O:8].[OH-].[Na+].[Cl:12][CH2:13][C:14](Cl)=[O:15].Cl. Product: [Cl:12][CH2:13][C:14]([NH:1][CH2:2][CH2:3][CH2:4][CH2:5][CH2:6][C:7]([OH:9])=[O:8])=[O:15]. The catalyst class is: 13. (5) Reactant: [F:1][C:2]1[CH:3]=[C:4]([CH:32]=[C:33]([F:35])[CH:34]=1)[CH2:5][C:6]1[CH:7]=[C:8]2[C:12](=[CH:13][CH:14]=1)[NH:11][N:10]=[C:9]2[NH:15][C:16]([C:18]1[C:23]([NH:24][CH:25]2[CH2:30][CH2:29][O:28][CH2:27][CH2:26]2)=[CH:22][C:21](F)=[CH:20][N:19]=1)=[O:17].[CH3:36][N:37]1[CH2:42][CH2:41][NH:40][CH2:39][CH2:38]1. Product: [F:35][C:33]1[CH:32]=[C:4]([CH:3]=[C:2]([F:1])[CH:34]=1)[CH2:5][C:6]1[CH:7]=[C:8]2[C:12](=[CH:13][CH:14]=1)[NH:11][N:10]=[C:9]2[NH:15][C:16]([C:18]1[C:23]([NH:24][CH:25]2[CH2:30][CH2:29][O:28][CH2:27][CH2:26]2)=[CH:22][C:21]([N:40]2[CH2:41][CH2:42][N:37]([CH3:36])[CH2:38][CH2:39]2)=[CH:20][N:19]=1)=[O:17]. The catalyst class is: 25. (6) Reactant: [CH3:1][C:2]1[CH:7]=[CH:6][C:5]([C:8]2[CH:13]=[CH:12][C:11]([CH2:14][NH:15][C:16]([C:18]3[N:19]([CH2:42][CH2:43][CH2:44][NH:45]C(OC(C)(C)C)=O)[CH:20]=[C:21]([NH:23][C:24]([C:26]4[C:27]([C:32]5[CH:37]=[CH:36][C:35]([C:38]([F:41])([F:40])[F:39])=[CH:34][CH:33]=5)=[CH:28][CH:29]=[CH:30][CH:31]=4)=[O:25])[CH:22]=3)=[O:17])=[CH:10][CH:9]=2)=[CH:4][CH:3]=1.FC(F)(F)C(O)=O.ClCCl.C(O)C.N. Product: [CH3:1][C:2]1[CH:3]=[CH:4][C:5]([C:8]2[CH:13]=[CH:12][C:11]([CH2:14][NH:15][C:16]([C:18]3[N:19]([CH2:42][CH2:43][CH2:44][NH2:45])[CH:20]=[C:21]([NH:23][C:24]([C:26]4[C:27]([C:32]5[CH:33]=[CH:34][C:35]([C:38]([F:41])([F:39])[F:40])=[CH:36][CH:37]=5)=[CH:28][CH:29]=[CH:30][CH:31]=4)=[O:25])[CH:22]=3)=[O:17])=[CH:10][CH:9]=2)=[CH:6][CH:7]=1. The catalyst class is: 4. (7) Reactant: [CH:1]1([C:7]2[CH:14]=[CH:13]C(C#N)=[CH:9][C:8]=2[C:15]([F:18])([F:17])[F:16])[CH2:6][CH2:5][CH2:4][CH2:3][CH2:2]1.[C:19]([OH:22])(=[O:21])[CH3:20].Cl. Product: [CH:1]1([C:7]2[CH:14]=[CH:13][C:20]([C:19]([OH:22])=[O:21])=[CH:9][C:8]=2[C:15]([F:16])([F:17])[F:18])[CH2:6][CH2:5][CH2:4][CH2:3][CH2:2]1. The catalyst class is: 6.